This data is from Forward reaction prediction with 1.9M reactions from USPTO patents (1976-2016). The task is: Predict the product of the given reaction. (1) Given the reactants [CH2:1]([C:3]1[C:11]2[C:6](=[CH:7][CH:8]=[CH:9][C:10]=2[NH:12][C:13]([C:15]2[N:19]3[CH:20]=[CH:21][C:22]([C:24]([O:26]CC)=[O:25])=[CH:23][C:18]3=[N:17][CH:16]=2)=[O:14])[N:5]([CH2:29][C:30]2[CH:35]=[CH:34][CH:33]=[C:32]([CH3:36])[N:31]=2)[N:4]=1)[CH3:2].[OH-].[Li+].Cl.[Cl-].[Li+], predict the reaction product. The product is: [CH2:1]([C:3]1[C:11]2[C:6](=[CH:7][CH:8]=[CH:9][C:10]=2[NH:12][C:13]([C:15]2[N:19]3[CH:20]=[CH:21][C:22]([C:24]([OH:26])=[O:25])=[CH:23][C:18]3=[N:17][CH:16]=2)=[O:14])[N:5]([CH2:29][C:30]2[CH:35]=[CH:34][CH:33]=[C:32]([CH3:36])[N:31]=2)[N:4]=1)[CH3:2]. (2) Given the reactants [OH:1][C@H:2]([C:14]1[C:15]([CH3:24])=[C:16]2[C:20](=[CH:21][CH:22]=1)[C:19](=[O:23])[O:18][CH2:17]2)[CH2:3][N:4]1[CH2:8][CH2:7][C:6]2([CH2:13][CH2:12][NH:11][CH2:10][CH2:9]2)[CH2:5]1.Br[C:26]1[CH:33]=[CH:32][C:29]([C:30]#[N:31])=[CH:28][N:27]=1.CCN(C(C)C)C(C)C.CN1C(=O)CCC1, predict the reaction product. The product is: [OH:1][C@H:2]([C:14]1[C:15]([CH3:24])=[C:16]2[C:20](=[CH:21][CH:22]=1)[C:19](=[O:23])[O:18][CH2:17]2)[CH2:3][N:4]1[CH2:8][CH2:7][C:6]2([CH2:9][CH2:10][N:11]([C:26]3[CH:33]=[CH:32][C:29]([C:30]#[N:31])=[CH:28][N:27]=3)[CH2:12][CH2:13]2)[CH2:5]1.